This data is from Full USPTO retrosynthesis dataset with 1.9M reactions from patents (1976-2016). The task is: Predict the reactants needed to synthesize the given product. (1) Given the product [CH3:1][C:2]1[CH:21]=[CH:20][CH:19]=[C:18]([CH3:22])[C:3]=1[CH2:4][N:5]1[C:13]2[C:8](=[CH:9][CH:10]=[C:11]([C:14]([O-:16])=[O:15])[CH:12]=2)[C:7]([CH3:17])=[CH:6]1.[K+:24], predict the reactants needed to synthesize it. The reactants are: [CH3:1][C:2]1[CH:21]=[CH:20][CH:19]=[C:18]([CH3:22])[C:3]=1[CH2:4][N:5]1[C:13]2[C:8](=[CH:9][CH:10]=[C:11]([C:14]([OH:16])=[O:15])[CH:12]=2)[C:7]([CH3:17])=[CH:6]1.[OH-].[K+:24]. (2) Given the product [NH2:31][C:29]1[N:30]=[C:25]([C:23]2[NH:22][C:18]3[N:19]=[CH:20][N:21]=[C:16]([C:5]4[CH:6]=[CH:7][C:8]([O:9][CH:10]5[CH2:15][CH2:14][O:13][CH2:12][CH2:11]5)=[C:3]([CH:4]=4)[C:1]#[N:2])[C:17]=3[CH:24]=2)[CH:26]=[N:27][CH:28]=1, predict the reactants needed to synthesize it. The reactants are: [C:1]([C:3]1[CH:4]=[C:5]([C:16]2[C:17]3[CH:24]=[C:23]([C:25]4[N:30]=[C:29]([NH:31]C(=O)OC(C)(C)C)[CH:28]=[N:27][CH:26]=4)[N:22](COCC[Si](C)(C)C)[C:18]=3[N:19]=[CH:20][N:21]=2)[CH:6]=[CH:7][C:8]=1[O:9][CH:10]1[CH2:15][CH2:14][O:13][CH2:12][CH2:11]1)#[N:2]. (3) Given the product [NH2:1][C:2]1[C:3](=[O:12])[N:4]([CH3:11])[C:5](=[O:10])[N:6]([CH3:9])[C:7]=1[NH:8][C:13](=[O:15])[CH3:14], predict the reactants needed to synthesize it. The reactants are: [NH2:1][C:2]1[C:3](=[O:12])[N:4]([CH3:11])[C:5](=[O:10])[N:6]([CH3:9])[C:7]=1[NH2:8].[C:13](O)(=[O:15])[CH3:14]. (4) Given the product [Br:1][C:2]1[CH:7]=[C:6]([F:8])[CH:5]=[C:4]2[C:3]=1[O:12][C:13]([C:14]([O:16][CH2:17][CH3:18])=[O:15])=[CH:10][C:9]2=[O:11], predict the reactants needed to synthesize it. The reactants are: [Br:1][C:2]1[C:3]([OH:12])=[C:4]([C:9](=[O:11])[CH3:10])[CH:5]=[C:6]([F:8])[CH:7]=1.[C:13](OCC)(=O)[C:14]([O:16][CH2:17][CH3:18])=[O:15].[O-]CC.[Na+].Cl. (5) Given the product [CH3:15][O:14][C:11]1[CH:12]=[CH:13][C:8]([C:3]2[C:2](=[CH2:16])[NH:6][C:5](=[O:7])[CH:4]=2)=[CH:9][CH:10]=1, predict the reactants needed to synthesize it. The reactants are: O[C:2]1([CH3:16])[NH:6][C:5](=[O:7])[CH:4]=[C:3]1[C:8]1[CH:13]=[CH:12][C:11]([O:14][CH3:15])=[CH:10][CH:9]=1.O=P12OP3(OP(OP(O3)(O1)=O)(=O)O2)=O. (6) Given the product [Cl:13][C:11]1[CH:10]=[CH:9][C:8]([O:14][CH:15]2[CH2:18][CH2:17][CH2:16]2)=[C:7]([CH:12]=1)[CH:6]=[O:22], predict the reactants needed to synthesize it. The reactants are: C(/N=[CH:6]/[C:7]1[CH:12]=[C:11]([Cl:13])[CH:10]=[CH:9][C:8]=1[O:14][CH:15]1[CH2:18][CH2:17][CH2:16]1)(C)(C)C.C1C[O:22]CC1. (7) The reactants are: [F:1][C:2]([F:25])([F:24])[C:3]1[CH:4]=[C:5]([CH:17]=[C:18]([C:20]([F:23])([F:22])[F:21])[CH:19]=1)[CH2:6][C:7]1[CH:12]=[CH:11][C:10]([N+:13]([O-:15])=[O:14])=[C:9]([CH3:16])[CH:8]=1.C(O)(=[O:28])C. Given the product [F:1][C:2]([F:24])([F:25])[C:3]1[CH:4]=[C:5]([C:6](=[O:28])[C:7]2[CH:12]=[CH:11][C:10]([N+:13]([O-:15])=[O:14])=[C:9]([CH3:16])[CH:8]=2)[CH:17]=[C:18]([C:20]([F:23])([F:22])[F:21])[CH:19]=1, predict the reactants needed to synthesize it. (8) Given the product [NH2:14][N:15]1[CH2:16][CH2:17][CH:18]([N:21]2[C:25]([CH3:26])=[C:24]([C:27](=[O:31])[CH2:28][CH2:29][CH3:30])[CH:23]=[N:22]2)[CH2:19][CH2:20]1, predict the reactants needed to synthesize it. The reactants are: FC(F)(F)C(O)=O.C(OC(=O)[NH:14][N:15]1[CH2:20][CH2:19][CH:18]([N:21]2[C:25]([CH3:26])=[C:24]([C:27](=[O:31])[CH2:28][CH2:29][CH3:30])[CH:23]=[N:22]2)[CH2:17][CH2:16]1)(C)(C)C.Cl.